From a dataset of Human Reference Interactome with 51,813 positive PPI pairs across 8,248 proteins, plus equal number of experimentally-validated negative pairs. Binary Classification. Given two protein amino acid sequences, predict whether they physically interact or not. (1) Protein 1 (ENSG00000184898) has sequence MASVLNVKESKAPERTVVVAGLPVDLFSDQLLAVLVKSHFQDIKNEGGDVEDVIYPTRTKGVAYVIFKEKKVAENVIRQKKHWLARKTRHAELTVSLRVSHFGDKIFSSVNAILDLSVFGKEVTLETLVKDLKKKIPSLSFSPLKPNGRISVEGSFLAVKRLRESLLARACSLLEKDRNFTSEERKWNRQNPQRNLQRSNNSLASVRTLVPETARSGEMLVLDTDVFLYLKHKCGSYESTLKKFHILSQEKVDGEITTICLKSIQVGSQPNNAKHVKELIEEWSHALYLKLRKETFILEG.... Protein 2 (ENSG00000154734) has sequence MQRAVPEGFGRRKLGSDMGNAERAPGSRSFGPVPTLLLLAAALLAVSDALGRPSEEDEELVVPELERAPGHGTTRLRLHAFDQQLDLELRPDSSFLAPGFTLQNVGRKSGSETPLPETDLAHCFYSGTVNGDPSSAAALSLCEGVRGAFYLLGEAYFIQPLPAASERLATAAPGEKPPAPLQFHLLRRNRQGDVGGTCGVVDDEPRPTGKAETEDEDEGTEGEDEGAQWSPQDPALQGVGQPTGTGSIRKKRFVSSHRYVETMLVADQSMAEFHGSGLKHYLLTLFSVAARLYKHPSIRN.... Result: 0 (the proteins do not interact). (2) Protein 1 (ENSG00000096093) has sequence MVSNPVHGLPFLPGTSFKDSTKTAFHRSQTLSYRNGYAIVRRPTVGIGGDRLQFNQLSQAELDELASKAPVLTYGQPKQAPPADFIPAHVAFDKKVLKFDAYFQEDVPMSTEEQYRIRQVNIYYYLEDDSMSVIEPVVENSGILQGKLIKRQRLAKNDRGDHYHWKDLNRGINITIYGKTFRVVDCDQFTQVFLESQGIELNPPEKMALDPYTELRKQPLRKYVTPSDFDQLKQFLTFDKQVLRFYAIWDDTDSMYGECRTYIIHYYLMDDTVEIREVHERNDGRDPFPLLMNRQRVPKV.... Protein 2 (ENSG00000165072) has sequence MLLRGVLLALQALQLAGALDLPAGSCAFEESTCGFDSVLASLPWILNEEGHYIYVDTSFGKQGEKAVLLSPDLQAEEWSCLRLVYQITTSSESLSDPSQLNLYMRFEDESFDRLLWSAKEPSDSWLIASLDLQNSSKKFKILIEGVLGQGNTASIALFEIKMTTGYCIECDFEENHLCGFVNRWNPNVNWFVGGGSIRNVHSILPQDHTFKSELGHYMYVDSVYVKHFQEVAQLISPLTTAPMAGCLSFYYQIQQGNDNVFSLYTRDVAGLYEEIWKADRPGNAAWNLAEVEFSAPYPME.... Result: 1 (the proteins interact). (3) Protein 1 (ENSG00000131931) has sequence MVQSCSAYGCKNRYDKDKPVSFHKFPLTRPSLCKEWEAAVRRKNFKPTKYSSICSEHFTPDCFKRECNNKLLKENAVPTIFLCTEPHDKKEDLLEPQEQLPPPPLPPPVSQVDAAIGLLMPPLQTPVNLSVFCDHNYTVEDTMHQRKRIHQLEQQVEKLRKKLKTAQQRCRRQERQLEKLKEVVHFQKEKDDVSERGYVILPNDYFEIVEVPA*MVQSCSAYGCKNRYDKDKPVSFHKKKIFWSHRNSFPHLLYRLLFPRLMLLLDY*MVQSCSAYGCKNRYDKDKPVSFHKFPLTRPSL.... Protein 2 (ENSG00000146540) has sequence MAKQKRKVPEVTEKKNKKLKKASAEGPLLGPEAAPSGEGAGSKGEAVLRPGLDAEPELSPEEQRVLERKLKKERKKEERQRLREAGLVAQHPPARRSGAELALDYLCRWAQKHKNWRFQKTRQTWLLLHMYDSDKVPDEHFSTLLAYLEGLQGRARELTVQKAEALMRELDEEGSDPPLPGRAQRIRQVLQLLS*XAGRAVRTAGASLPRRRPCPRDLTAGSEGEAVLRPGLDAEPELSPEEQRVLERKLKKERKKEERQRLREAGLVAQHPPARRSGAELALDYLCRWAQKHKNWRFQK.... Result: 1 (the proteins interact). (4) Protein 1 (ENSG00000182551) has sequence MVQAWYMDDAPGDPRQPHRPDPGRPVGLEQLRRLGVLYWKLDADKYENDPELEKIRRERNYSWMDIITICKDKLPNYEEKIKMFYEEHLHLDDEIRYILDGSGYFDVRDKEDQWIRIFMEKGDMVTLPAGIYHRFTVDEKNYTKAMRLFVGEPVWTAYNRPADHFEARGQYVKFLAQTA*XRWECCAFSPGPACVVALAVASLPLNCAASADSKRGRWARDSSTCASRRVCGAAGDVRGDSCPSVAASVAPACDPGGQNYTKAMRLFVGEPVWTAYNRPADHFEARGQYVKFLAQTA*MS.... Protein 2 (ENSG00000119402) has sequence MKQLEDHEAFETSSLIGHSARVYALYYKDGLLCTGSDDLSAKLWDVSTGQCVYGIQTHTCAAVKFDEQKLVTGSFDNTVACWEWSSGARTQHFRGHTGAVFSVDYNDELDILVSGSADFTVKVWALSAGTCLNTLTGHTEWVTKVVLQKCKVKSLLHSPGDYILLSADKYEIKIWPIGREINCKCLKTLSVSEDRSICLQPRLHFDGKMERKDFETWLDNISVTFLSLTDLQKNETLDHLISLSGAVQLRHLSNNLETLLKRDFLKLLPLELSFYLLKWLDPQTLLTCCLVSKQWNKVIS.... Result: 0 (the proteins do not interact). (5) Protein 1 (ENSG00000087338) has sequence MGSLSSRVLRQPRPALAQQAQGARAGGSARRPDTGDDAAGHGFCYCAGSHKRKRSSGSFCYCHPDSETDEDEEEGDEQQRLLNTPRRKKLKSTSKYIYQTLFLNGENSDIKICALGEEWSLHKIYLCQSGYFSSMFSGSWKESSMNIIELEIPDQNIDVEALQVAFGSLYRDDVLIKPSRVVAILAAACLLQLDGLIQQCGETMKETVNVKTVCGYYTSAGTYGLDSVKKKCLEWLLNNLMTHQNVELFKELSINVMKQLIGSSNLFVMQVEMDIYTALKKWMFLQLVPSWNGSLKQLLT.... Protein 2 (ENSG00000160226) has sequence MKLTRKMVLTRAKASELHSVRKLNCWGSRLTDISICQEMPSLEVITLSVNSISTLEPVSRCQRLSELYLRRNRIPSLAELFYLKGLPRLRVLWLAENPCCGTSPHRYRMTVLRTLPRLQKLDNQAVTEEELSRALSEGEEITAAPEREGTGHGGPKLCCTLSSLSSAAETGRDPLDSEEEATGAQDERGLKPPSRGQFPSLSARDASSSHRGRNVLTAILLLLRELDAEGLEAVQQTVGSRLQALRGEEVQEHAE*MKLTRKMVLTRAKASELHSVRKLNCWGSRLTDISICQEMPSLEV.... Result: 1 (the proteins interact). (6) Protein 1 (ENSG00000185101) has sequence MQGEESLRILVEPEGDSFPLMEISTCETEASEQWDYVLVAQRHTQRDPRQARQQQFLEELRRKGFHIKVIRDQKQVFFGIRADNSVFGLYRTLLLEPEGPAPHAELAAPTTIPVTTSLRIRIVNFVVMNNKTSAGETFEDLMKDGVFEARFPLHKGEGRLKKTWARWRHMFREQPVDEIRNYFGEKVALYFVWLGWYTYMLVPAALTGLLVFLSGFSLFEASQISKEICEAHDILMCPLGDHSRRYQRLSETCTFAKLTHLFDNDGTVVFAIFMALWATVFLEIWKRQRARVVLHWDLYV.... Protein 2 (ENSG00000020256) has sequence MNASSEGESFAGSVQIPGGTTVLVELTPDIHICGICKQQFNNLDAFVAHKQSGCQLTGTSAAAPSTVQFVSEETVPATQTQTTTRTITSETQTITVSAPEFVFEHGYQTYLPTESNENQTATVISLPAKSRTKKPTTPPAQKRLNCCYPGCQFKTAYGMKDMERHLKIHTGDKPHKCEVCGKCFSRKDKLKTHMRCHTGVKPYKCKTCDYAAADSSSLNKHLRIHSDERPFKCQICPYASRNSSQLTVHLRSHTGDAPFQCWLCSAKFKISSDLKRHMRVHSGEKPFKCEFCNVRCTMKG.... Result: 0 (the proteins do not interact). (7) Protein 1 (ENSG00000156170) has sequence MWNWLRLVKDSVSEKTIGLMRMQFWKKTVEDIYCDNPPHQPVAIELWKAVKRHNLTKRWLMKIVDEREKNLDDKAYRNIKELENYAENTQSSLLYLTLEILGIKDLHADHAASHIGKAQGIVTCLRATPYHGSRRKVFLPMDICMLHGVSQEDFLRRNQDKNVRDVIYDIASQAHLHLKHARSFHKTVPVKAFPAFLQTVSLEDFLKKIQRVDFDIFHPSLQQKNTLLPLYLYIQSWRKTY*MAASAHGSVWGPLRLGIPGLCCRRPPLGLYARMRRLPGPEVSGRSVAAASGPGAWGTD.... Protein 2 (ENSG00000152465) has sequence MAEDSESAASQQSLELDDQDTCGIDGDNEEETEHAKGSPGGYLGAKKKKKKQKRKKEKPNSGGTKSDSASDSQEIKIQQPSKNPSVPMQKLQDIQRAMELLSACQGPARNIDEAAKHRYQFWDTQPVPKLDEVITSHGAIEPDKDNVRQEPYSLPQGFMWDTLDLSDAEVLKELYTLLNENYVEDDDNMFRFDYSPEFLLWALRPPGWLLQWHCGVRVSSNKKLVGFISAIPANIRIYDSVKKMVEINFLCVHKKLRSKRVAPVLIREITRRVNLEGIFQAVYTAGVVLPKPIATCRYWH.... Result: 0 (the proteins do not interact). (8) Protein 1 (ENSG00000221829) has sequence MSRQTTSVGSSCLDLWREKNDRLVRQAKVAQNSGLTLRRQQLAQDALEGLRGLLHSLQGLPAAVPVLPLELTVTCNFIILRASLAQGFTEDQAQDIQRSLERVLETQEQQGPRLEQGLRELWDSVLRASCLLPELLSALHRLVGLQAALWLSADRLGDLALLLETLNGSQSGASKDLLLLLKTWSPPAEELDAPLTLQDAQGLKDVLLTAFAYRQGLQELITGNPDKALSSLHEAASGLCPRPVLVQVYTALGSCHRKMGNPQRALLYLVAALKEGSAWGPPLLEASRLYQQLGDTTAEL.... Protein 2 (ENSG00000164620) has sequence MSEPQPDLEPPQHGLYMLFLLVLVFFLMGLVGFMICHVLKKKGYRCRTSRGSEPDDAQLQPPEDDDMNEDTVERIVRCIIQNEANAEALKEMLGDSEGEGTVQLSSVDATSSLQDGAPSHHHTVHLGSAAPCLHCSRSKRPPLVRQGRSKEGKSRPRTGETTVFSVGRFRVTHIEKRYGLHEHRDGSPTDRSWGSGGGQDPGGGQGSGGGQPKAGMPAMERLPPERPQPQVLASPPVQNGGLRDSSLTPRALEGNPRASAEPTLRAGGRGPSPGLPTQEANGQPSKPDTSDHQVSLPQGA.... Result: 0 (the proteins do not interact).